From a dataset of Catalyst prediction with 721,799 reactions and 888 catalyst types from USPTO. Predict which catalyst facilitates the given reaction. Reactant: [OH:1][NH:2][C:3](=[NH:5])[CH3:4].[H-].[Na+].CO[C:10]([C:12]1[C:13]([C:31]2[CH:36]=[C:35]([CH3:37])[C:34]([OH:38])=[C:33]([CH3:39])[CH:32]=2)=[C:14]([CH3:30])[N:15]2[CH:24]([CH3:25])[CH2:23][C:22]3[C:17](=[CH:18][C:19]([O:28][CH3:29])=[C:20]([O:26][CH3:27])[CH:21]=3)[C:16]=12)=O.C(N)(=N)C. Product: [CH3:27][O:26][C:20]1[CH:21]=[C:22]2[C:17](=[CH:18][C:19]=1[O:28][CH3:29])[C:16]1=[C:12]([C:10]3[O:1][N:2]=[C:3]([CH3:4])[N:5]=3)[C:13]([C:31]3[CH:32]=[C:33]([CH3:39])[C:34]([OH:38])=[C:35]([CH3:37])[CH:36]=3)=[C:14]([CH3:30])[N:15]1[CH:24]([CH3:25])[CH2:23]2. The catalyst class is: 20.